This data is from Reaction yield outcomes from USPTO patents with 853,638 reactions. The task is: Predict the reaction yield, written as a fraction of the theoretical maximum amount of product (1.0 means a 100% yield; for example, 0.34 means a 34% yield). (1) The yield is 0.980. The product is [Cl:1][C:2]1[N:10]=[C:9]2[C:5]([N:6]=[CH:7][N:8]2[CH:11]([CH3:13])[CH3:12])=[C:4]([NH:15][C:16]2[CH:17]=[N:18][N:19]([CH3:21])[CH:20]=2)[N:3]=1. The catalyst is C(O)CCC.C(OCC)(=O)C. The reactants are [Cl:1][C:2]1[N:10]=[C:9]2[C:5]([N:6]=[CH:7][N:8]2[CH:11]([CH3:13])[CH3:12])=[C:4](Cl)[N:3]=1.[NH2:15][C:16]1[CH:17]=[N:18][N:19]([CH3:21])[CH:20]=1.CCN(C(C)C)C(C)C. (2) The reactants are [C:1]([O:4][C:5]1[C:12]([C:13]([CH3:16])([CH3:15])[CH3:14])=[CH:11][C:8]([CH:9]=O)=[CH:7][C:6]=1[C:17]([CH3:20])([CH3:19])[CH3:18])(=[O:3])[CH3:2].[CH2:21]([NH:25][OH:26])[CH:22]([CH3:24])[CH3:23]. The catalyst is CO.Cl. The product is [C:1]([O:4][C:5]1[C:12]([C:13]([CH3:16])([CH3:15])[CH3:14])=[CH:11][C:8]([CH:9]=[N+:25]([CH2:21][CH:22]([CH3:24])[CH3:23])[O-:26])=[CH:7][C:6]=1[C:17]([CH3:20])([CH3:19])[CH3:18])(=[O:3])[CH3:2]. The yield is 0.523. (3) The reactants are CCOC(/N=N/C(OCC)=O)=O.[C:26]1(P([C:26]2[CH:31]=[CH:30][CH:29]=[CH:28][CH:27]=2)[C:26]2[CH:31]=[CH:30][CH:29]=[CH:28][CH:27]=2)[CH:31]=[CH:30][CH:29]=[CH:28][CH:27]=1.[CH3:32][S:33]([N:36]1[CH2:40][C@H:39]([S:41][CH2:42][C:43]2[CH:48]=[CH:47][C:46]([O:49][CH3:50])=[CH:45][CH:44]=2)[CH2:38][C@H:37]1[CH2:51][OH:52])(=[O:35])=[O:34].C1(O)C=CC=CC=1. The catalyst is C1COCC1. The product is [CH3:32][S:33]([N:36]1[CH2:40][C@H:39]([S:41][CH2:42][C:43]2[CH:48]=[CH:47][C:46]([O:49][CH3:50])=[CH:45][CH:44]=2)[CH2:38][C@H:37]1[CH2:51][O:52][C:26]1[CH:27]=[CH:28][CH:29]=[CH:30][CH:31]=1)(=[O:34])=[O:35]. The yield is 0.390. (4) The reactants are [F:1][C:2]1[CH:3]=[C:4]([C@H:10]2[CH2:14][CH2:13][CH2:12][N:11]2[C:15]2[CH:20]=[CH:19][N:18]3[N:21]=[CH:22][C:23]([C:24]([O:26]CC)=[O:25])=[C:17]3[N:16]=2)[C:5]([O:8][CH3:9])=[N:6][CH:7]=1.[Li+].[OH-]. The catalyst is CO. The product is [F:1][C:2]1[CH:3]=[C:4]([C@H:10]2[CH2:14][CH2:13][CH2:12][N:11]2[C:15]2[CH:20]=[CH:19][N:18]3[N:21]=[CH:22][C:23]([C:24]([OH:26])=[O:25])=[C:17]3[N:16]=2)[C:5]([O:8][CH3:9])=[N:6][CH:7]=1. The yield is 1.00. (5) The yield is 0.760. The catalyst is N1C=CC=CC=1.C(O)C. The product is [CH2:15]([O:14][C@@H:10]1[C@@H:9]([O:22][CH2:23][C:24]2[CH:29]=[CH:28][CH:27]=[CH:26][CH:25]=2)[C@@H:8]([OH:30])[C@@H:7]([CH2:6][O:5][CH2:3][C:16]2[CH:21]=[CH:20][CH:19]=[CH:18][CH:17]=2)[O:12][C@H:11]1[F:13])[C:16]1[CH:21]=[CH:20][CH:19]=[CH:18][CH:17]=1. The reactants are ClC[C:3]([O:5][CH2:6][C@H:7]1[O:12][C@@H:11]([F:13])[C@H:10]([O:14][CH2:15][C:16]2[CH:21]=[CH:20][CH:19]=[CH:18][CH:17]=2)[C@@H:9]([O:22][CH2:23][C:24]2[CH:29]=[CH:28][CH:27]=[CH:26][CH:25]=2)[C@H:8]1[O:30]CC1C=CC=CC=1)=O.NC(N)=S. (6) The reactants are [BH4-].[Na+].[C:3]1([S:9]([N:12]2[C:20]3[C:15](=[CH:16][C:17]([C:21](=O)[CH3:22])=[CH:18][CH:19]=3)[CH2:14][CH2:13]2)(=[O:11])=[O:10])[CH:8]=[CH:7][CH:6]=[CH:5][CH:4]=1.[OH-].[Na+]. The catalyst is C(O)(C(F)(F)F)=O.O. The product is [C:3]1([S:9]([N:12]2[C:20]3[C:15](=[CH:16][C:17]([CH2:21][CH3:22])=[CH:18][CH:19]=3)[CH2:14][CH2:13]2)(=[O:11])=[O:10])[CH:4]=[CH:5][CH:6]=[CH:7][CH:8]=1. The yield is 0.430. (7) The reactants are [Cl:1][C:2]1[CH:3]=[C:4]([CH:9]=[CH:10][C:11]=1[O:12][CH:13]([CH3:15])[CH3:14])/[C:5](=[N:7]/[OH:8])/[NH2:6].Br[C:17]1[CH:25]=[CH:24][C:20]([C:21](O)=O)=[CH:19][N:18]=1.C1CCC(N=C=NC2CCCCC2)CC1.[CH:41]1[CH:42]=[CH:43][C:44]2[N:49]([OH:50])[N:48]=[N:47][C:45]=2[CH:46]=1.CCN(C(C)C)C(C)C. The catalyst is C(#N)C. The product is [N:49]1([O:50][C:17]2[N:18]=[CH:19][C:20]([C:21]3[O:8][N:7]=[C:5]([C:4]4[CH:9]=[CH:10][C:11]([O:12][CH:13]([CH3:15])[CH3:14])=[C:2]([Cl:1])[CH:3]=4)[N:6]=3)=[CH:24][CH:25]=2)[C:44]2[CH:43]=[CH:42][CH:41]=[CH:46][C:45]=2[N:47]=[N:48]1. The yield is 0.652. (8) The yield is 0.880. The product is [Br:23][C:24]1[CH:29]=[CH:28][C:27]([O:18][CH2:17][C:5]2[C:6]([C:9]3[C:10]([Cl:16])=[CH:11][CH:12]=[CH:13][C:14]=3[Cl:15])=[N:7][O:8][C:4]=2[CH:1]2[CH2:3][CH2:2]2)=[CH:26][C:25]=1[Cl:31]. The catalyst is C(Cl)Cl.O. The reactants are [CH:1]1([C:4]2[O:8][N:7]=[C:6]([C:9]3[C:14]([Cl:15])=[CH:13][CH:12]=[CH:11][C:10]=3[Cl:16])[C:5]=2[CH2:17][OH:18])[CH2:3][CH2:2]1.O=S(Cl)Cl.[Br:23][C:24]1[CH:29]=[CH:28][C:27](O)=[CH:26][C:25]=1[Cl:31].C([O-])([O-])=O.[K+].[K+].[Na+].[I-].